From a dataset of Reaction yield outcomes from USPTO patents with 853,638 reactions. Predict the reaction yield, written as a fraction of the theoretical maximum amount of product (1.0 means a 100% yield; for example, 0.34 means a 34% yield). The reactants are [NH2:1][C:2]1[C:3]([C:12]2[CH:17]=[CH:16][CH:15]=[CH:14][CH:13]=2)=[N:4][NH:5][C:6]=1[C:7]([O:9]CC)=O.[NH2:18][C:19]1C(C2C=CC=CC=2)=NNC=1C(O)=O.C(O)(=O)C.C(N)=N. The catalyst is C(O)C. The product is [C:12]1([C:3]2[C:2]3[N:1]=[CH:19][NH:18][C:7](=[O:9])[C:6]=3[NH:5][N:4]=2)[CH:13]=[CH:14][CH:15]=[CH:16][CH:17]=1. The yield is 0.790.